Predict the product of the given reaction. From a dataset of Forward reaction prediction with 1.9M reactions from USPTO patents (1976-2016). Given the reactants [F:1][C:2]1[CH:7]=[C:6]([F:8])[CH:5]=[CH:4][C:3]=1[C:9]1[CH:14]=[C:13]([N:15]2[C:19]3[CH:20]=[CH:21][C:22]([C:24]4[O:28][CH:27]=[N:26][CH:25]=4)=[CH:23][C:18]=3[N:17]=[CH:16]2)[CH:12]=[C:11]([NH:29]C(=O)C)[CH:10]=1.[OH-].[Na+], predict the reaction product. The product is: [F:1][C:2]1[CH:7]=[C:6]([F:8])[CH:5]=[CH:4][C:3]=1[C:9]1[CH:14]=[C:13]([N:15]2[C:19]3[CH:20]=[CH:21][C:22]([C:24]4[O:28][CH:27]=[N:26][CH:25]=4)=[CH:23][C:18]=3[N:17]=[CH:16]2)[CH:12]=[C:11]([NH2:29])[CH:10]=1.